Dataset: HIV replication inhibition screening data with 41,000+ compounds from the AIDS Antiviral Screen. Task: Binary Classification. Given a drug SMILES string, predict its activity (active/inactive) in a high-throughput screening assay against a specified biological target. (1) The drug is CC(=O)OC(C(=O)O[Ge](C)(C)C)c1ccccc1. The result is 0 (inactive). (2) The compound is COC(=O)c1ccc(Oc2nc3ccc(C(F)(F)F)cc3nc2-c2ccccc2)cc1. The result is 0 (inactive). (3) The drug is COc1cc2ccnc(C(OC(=O)c3ccccc3)c3ccc(OC)c(OC)c3OC)c2cc1OC. The result is 0 (inactive). (4) The molecule is CCCCS(=O)CCC(N)C(=O)O. The result is 0 (inactive).